This data is from NCI-60 drug combinations with 297,098 pairs across 59 cell lines. The task is: Regression. Given two drug SMILES strings and cell line genomic features, predict the synergy score measuring deviation from expected non-interaction effect. (1) Drug 1: C1CCN(CC1)CCOC2=CC=C(C=C2)C(=O)C3=C(SC4=C3C=CC(=C4)O)C5=CC=C(C=C5)O. Drug 2: CNC(=O)C1=CC=CC=C1SC2=CC3=C(C=C2)C(=NN3)C=CC4=CC=CC=N4. Cell line: A498. Synergy scores: CSS=9.43, Synergy_ZIP=1.06, Synergy_Bliss=8.20, Synergy_Loewe=4.49, Synergy_HSA=6.99. (2) Drug 1: C1=CC(=CC=C1CC(C(=O)O)N)N(CCCl)CCCl.Cl. Drug 2: CC(C)NC(=O)C1=CC=C(C=C1)CNNC.Cl. Cell line: LOX IMVI. Synergy scores: CSS=13.8, Synergy_ZIP=-9.06, Synergy_Bliss=0.841, Synergy_Loewe=2.96, Synergy_HSA=2.96. (3) Drug 1: CCCS(=O)(=O)NC1=C(C(=C(C=C1)F)C(=O)C2=CNC3=C2C=C(C=N3)C4=CC=C(C=C4)Cl)F. Drug 2: C1C(C(OC1N2C=NC3=C(N=C(N=C32)Cl)N)CO)O. Cell line: NCI-H322M. Synergy scores: CSS=-6.72, Synergy_ZIP=4.22, Synergy_Bliss=-2.99, Synergy_Loewe=-7.85, Synergy_HSA=-9.26. (4) Drug 1: C1CCC(CC1)NC(=O)N(CCCl)N=O. Drug 2: B(C(CC(C)C)NC(=O)C(CC1=CC=CC=C1)NC(=O)C2=NC=CN=C2)(O)O. Cell line: RPMI-8226. Synergy scores: CSS=26.1, Synergy_ZIP=-7.97, Synergy_Bliss=-8.63, Synergy_Loewe=-15.9, Synergy_HSA=-8.88. (5) Drug 1: CCN(CC)CCNC(=O)C1=C(NC(=C1C)C=C2C3=C(C=CC(=C3)F)NC2=O)C. Drug 2: C1C(C(OC1N2C=NC(=NC2=O)N)CO)O. Cell line: OVCAR-8. Synergy scores: CSS=9.92, Synergy_ZIP=1.70, Synergy_Bliss=-2.10, Synergy_Loewe=-7.15, Synergy_HSA=-3.50. (6) Drug 1: C1CN1P(=S)(N2CC2)N3CC3. Cell line: U251. Drug 2: CC1=C(C=C(C=C1)C(=O)NC2=CC(=CC(=C2)C(F)(F)F)N3C=C(N=C3)C)NC4=NC=CC(=N4)C5=CN=CC=C5. Synergy scores: CSS=12.0, Synergy_ZIP=-7.02, Synergy_Bliss=-1.55, Synergy_Loewe=-4.14, Synergy_HSA=-3.73. (7) Cell line: HCC-2998. Synergy scores: CSS=-4.20, Synergy_ZIP=-0.439, Synergy_Bliss=0.416, Synergy_Loewe=-9.09, Synergy_HSA=-4.19. Drug 1: CN(C)C1=NC(=NC(=N1)N(C)C)N(C)C. Drug 2: C1CC(C1)(C(=O)O)C(=O)O.[NH2-].[NH2-].[Pt+2]. (8) Drug 1: C1=NC2=C(N=C(N=C2N1C3C(C(C(O3)CO)O)O)F)N. Drug 2: CCCCCOC(=O)NC1=NC(=O)N(C=C1F)C2C(C(C(O2)C)O)O. Cell line: DU-145. Synergy scores: CSS=11.7, Synergy_ZIP=-2.16, Synergy_Bliss=1.45, Synergy_Loewe=-7.83, Synergy_HSA=-2.56.